This data is from Peptide-MHC class I binding affinity with 185,985 pairs from IEDB/IMGT. The task is: Regression. Given a peptide amino acid sequence and an MHC pseudo amino acid sequence, predict their binding affinity value. This is MHC class I binding data. (1) The MHC is HLA-A26:01 with pseudo-sequence HLA-A26:01. The peptide sequence is YMLMGFQLK. The binding affinity (normalized) is 0.0847. (2) The peptide sequence is VQLQEYDTY. The MHC is HLA-A03:01 with pseudo-sequence HLA-A03:01. The binding affinity (normalized) is 0.0847.